The task is: Predict the product of the given reaction.. This data is from Forward reaction prediction with 1.9M reactions from USPTO patents (1976-2016). (1) Given the reactants [F:1][C:2]1[CH:3]=[C:4]([OH:11])[C:5]([N+:8]([O-:10])=[O:9])=[N:6][CH:7]=1.[CH2:12](I)[CH3:13].C([O-])([O-])=O.[K+].[K+], predict the reaction product. The product is: [CH2:12]([O:11][C:4]1[C:5]([N+:8]([O-:10])=[O:9])=[N:6][CH:7]=[C:2]([F:1])[CH:3]=1)[CH3:13]. (2) Given the reactants [CH2:1]([N:3]1[C:12]2[C:7](=[CH:8][C:9]([N+:13]([O-:15])=[O:14])=[CH:10][CH:11]=2)[C:6](=[O:16])[NH:5][C:4]1=[O:17])[CH3:2].[H-].[Na+].Cl[CH2:21][S:22][CH3:23], predict the reaction product. The product is: [CH2:1]([N:3]1[C:12]2[C:7](=[CH:8][C:9]([N+:13]([O-:15])=[O:14])=[CH:10][CH:11]=2)[C:6](=[O:16])[N:5]([CH2:21][S:22][CH3:23])[C:4]1=[O:17])[CH3:2]. (3) The product is: [Cl:21][C:5]1[C:6]([NH:8][C:9]2[CH:10]=[CH:11][CH:12]=[C:13]3[C:18]=2[C:17](=[O:19])[N:16]([CH3:20])[CH2:15][CH2:14]3)=[CH:7][C:2]([NH:29][C:27]2[C:26]([CH3:30])=[N:25][N:24]([CH:23]([F:31])[F:22])[CH:28]=2)=[N:3][CH:4]=1. Given the reactants Cl[C:2]1[CH:7]=[C:6]([NH:8][C:9]2[CH:10]=[CH:11][CH:12]=[C:13]3[C:18]=2[C:17](=[O:19])[N:16]([CH3:20])[CH2:15][CH2:14]3)[C:5]([Cl:21])=[CH:4][N:3]=1.[F:22][CH:23]([F:31])[N:24]1[CH:28]=[C:27]([NH2:29])[C:26]([CH3:30])=[N:25]1, predict the reaction product.